Task: Predict which catalyst facilitates the given reaction.. Dataset: Catalyst prediction with 721,799 reactions and 888 catalyst types from USPTO (1) Reactant: Br[C:2]1[CH:7]=[CH:6][CH:5]=[CH:4][N:3]=1.C([Li])CCC.[F:13][C:14]1([F:31])[CH2:17][C:16]([C:20]2[CH:25]=[CH:24][CH:23]=[C:22]([O:26][C:27]([F:30])([F:29])[F:28])[CH:21]=2)([CH:18]=[O:19])[CH2:15]1. Product: [F:13][C:14]1([F:31])[CH2:15][C:16]([CH:18]([C:2]2[CH:7]=[CH:6][CH:5]=[CH:4][N:3]=2)[OH:19])([C:20]2[CH:25]=[CH:24][CH:23]=[C:22]([O:26][C:27]([F:29])([F:30])[F:28])[CH:21]=2)[CH2:17]1. The catalyst class is: 1. (2) Reactant: [N+:1]([C:4]1[CH:5]=[C:6]([CH3:11])[CH:7]=[CH:8][C:9]=1[NH2:10])([O-:3])=[O:2].[H-].[Na+].Br[CH2:15][CH2:16][O:17][C:18]1[CH:23]=[CH:22][CH:21]=[CH:20][CH:19]=1. Product: [CH3:11][C:6]1[CH:7]=[CH:8][C:9]([NH:10][CH2:15][CH2:16][O:17][C:18]2[CH:23]=[CH:22][CH:21]=[CH:20][CH:19]=2)=[C:4]([N+:1]([O-:3])=[O:2])[CH:5]=1. The catalyst class is: 3.